From a dataset of Forward reaction prediction with 1.9M reactions from USPTO patents (1976-2016). Predict the product of the given reaction. (1) Given the reactants NC1C=C(Cl)C(C)=CC=1C(OCC)=O.C(OC(=O)C1C=C(C(F)(F)F)C(C=C)=CC=1N)C.[CH2:33]([O:35][C:36](=[O:52])[C:37]1[CH:42]=[C:41]([C:43](F)(F)F)[C:40]([CH:47]([OH:50])CO)=[CH:39][C:38]=1[NH2:51])[CH3:34].CC[C@@H]1[C@@H]2C[C@H]([C@@H](OC3C4C(=CC=CC=4)C(O[C@@H](C4C=CN=C5C=4C=C(OC)C=C5)[C@@H]4N5C[C@H](CC)[C@@H](CC5)C4)=NN=3)C3C=CN=C4C=3C=C(OC)C=C4)N(CC2)C1, predict the reaction product. The product is: [NH2:51][C:38]1[CH:39]=[C:40]([CH:47]=[O:50])[C:41]([CH3:43])=[CH:42][C:37]=1[C:36]([O:35][CH2:33][CH3:34])=[O:52]. (2) Given the reactants C1(C)C=CC(S(O)(=O)=O)=CC=1.C1C=CC=CC=1.[Cl-].[N:25]1[CH:30]=[CH:29][CH:28]=[CH:27][C:26]=1[N+:25]1[CH:30]=[CH:29][CH:28]=[CH:27][CH:26]=1.[NH2:31][C:32]1[CH:33]=[C:34]([CH:47]=[CH:48][CH:49]=1)[C:35]([NH:37][C:38]1[CH:43]=[CH:42][C:41]([N+:44]([O-:46])=[O:45])=[CH:40][CH:39]=1)=[O:36], predict the reaction product. The product is: [N+:44]([C:41]1[CH:40]=[CH:39][C:38]([NH:37][C:35](=[O:36])[C:34]2[CH:47]=[CH:48][CH:49]=[C:32]([NH:31][C:28]3[CH:27]=[CH:26][N:25]=[CH:30][CH:29]=3)[CH:33]=2)=[CH:43][CH:42]=1)([O-:46])=[O:45]. (3) Given the reactants [Cl:1][C:2]1[C:14]2[C:13]3[C:8](=[CH:9][CH:10]=[C:11]4[CH:18]=[C:17]([OH:19])[CH:16]=[CH:15][C:12]4=3)[NH:7][C:6]=2[C:5]([CH3:20])=[CH:4][N:3]=1.Cl.Cl[CH2:23][CH2:24][N:25]1[CH2:30][CH2:29][CH2:28][CH2:27][CH2:26]1, predict the reaction product. The product is: [Cl:1][C:2]1[C:14]2[C:13]3[C:8](=[CH:9][CH:10]=[C:11]4[CH:18]=[C:17]([O:19][CH2:23][CH2:24][N:25]5[CH2:30][CH2:29][CH2:28][CH2:27][CH2:26]5)[CH:16]=[CH:15][C:12]4=3)[NH:7][C:6]=2[C:5]([CH3:20])=[CH:4][N:3]=1. (4) Given the reactants [Cl:1][C:2]1[CH:3]=[C:4]([C:22]2[CH:27]=[CH:26][CH:25]=[CH:24][CH:23]=2)[CH:5]=[CH:6][C:7]=1[CH2:8][N:9]1[C:13]2[CH:14]=[C:15]([CH2:19][OH:20])[CH:16]=[C:17]([CH3:18])[C:12]=2[N:11]=[C:10]1[CH3:21].O[C:29]1[CH:30]=[C:31]([CH:36]=[CH:37][CH:38]=1)[C:32]([O:34][CH3:35])=[O:33], predict the reaction product. The product is: [Cl:1][C:2]1[CH:3]=[C:4]([C:22]2[CH:27]=[CH:26][CH:25]=[CH:24][CH:23]=2)[CH:5]=[CH:6][C:7]=1[CH2:8][N:9]1[C:13]2[CH:14]=[C:15]([CH2:19][O:20][C:29]3[CH:30]=[C:31]([CH:36]=[CH:37][CH:38]=3)[C:32]([O:34][CH3:35])=[O:33])[CH:16]=[C:17]([CH3:18])[C:12]=2[N:11]=[C:10]1[CH3:21]. (5) Given the reactants C([N:4]([C:8]1[C:17]2[C:12](=[CH:13][CH:14]=[CH:15][CH:16]=2)[C:11](Br)=[CH:10][N:9]=1)[C:5](=[O:7])[CH3:6])(=O)C.Cl[C:20]1[N:21]=[C:22]([N:42]2[CH2:47][CH2:46][O:45][CH2:44][CH2:43]2)[C:23]2[S:28][C:27]([CH2:29][N:30]3[CH2:35][CH2:34][N:33]([C:36]([CH3:41])([CH3:40])[C:37]([NH2:39])=[O:38])[CH2:32][CH2:31]3)=[CH:26][C:24]=2[N:25]=1.C([O-])([O-])=O.[Na+].[Na+], predict the reaction product. The product is: [C:5]([NH:4][C:8]1[C:17]2[C:12](=[CH:13][CH:14]=[CH:15][CH:16]=2)[C:11]([C:20]2[N:21]=[C:22]([N:42]3[CH2:43][CH2:44][O:45][CH2:46][CH2:47]3)[C:23]3[S:28][C:27]([CH2:29][N:30]4[CH2:31][CH2:32][N:33]([C:36]([CH3:41])([CH3:40])[C:37]([NH2:39])=[O:38])[CH2:34][CH2:35]4)=[CH:26][C:24]=3[N:25]=2)=[CH:10][N:9]=1)(=[O:7])[CH3:6]. (6) Given the reactants CC(C)([O-])C.[K+].[CH3:7][NH:8]C=O.[Br:11][C:12]1[C:13]2[N:14]([N:20]=[C:21]([C:24]([F:27])([F:26])[F:25])[C:22]=2[Cl:23])[C:15](OC)=[CH:16][CH:17]=1, predict the reaction product. The product is: [Br:11][C:12]1[C:13]2[N:14]([N:20]=[C:21]([C:24]([F:27])([F:26])[F:25])[C:22]=2[Cl:23])[C:15]([NH:8][CH3:7])=[CH:16][CH:17]=1.